From a dataset of Full USPTO retrosynthesis dataset with 1.9M reactions from patents (1976-2016). Predict the reactants needed to synthesize the given product. (1) Given the product [Si:1]([O:8][C:9]1[CH:17]=[C:16]2[C:12]([C:13]([I:18])=[N:14][NH:15]2)=[CH:11][CH:10]=1)([C:4]([CH3:7])([CH3:5])[CH3:6])([CH3:2])[CH3:3], predict the reactants needed to synthesize it. The reactants are: [Si:1]([O:8][C:9]1[CH:17]=[C:16]2[C:12]([CH:13]=[N:14][NH:15]2)=[CH:11][CH:10]=1)([C:4]([CH3:7])([CH3:6])[CH3:5])([CH3:3])[CH3:2].[I:18]I.CC(C)([O-])C.[K+]. (2) Given the product [C:27]([C:26]1[CH:30]=[CH:31][C:32]([C:2]2[O:3][C:4]3[CH:10]=[CH:9][C:8]([CH:11]4[CH2:16][CH2:15][N:14]([C:17]([O:19][C:20]([CH3:23])([CH3:22])[CH3:21])=[O:18])[CH2:13][CH2:12]4)=[CH:7][C:5]=3[N:6]=2)=[CH:33][C:25]=1[F:24])(=[O:28])[NH2:29], predict the reactants needed to synthesize it. The reactants are: Br[C:2]1[O:3][C:4]2[CH:10]=[CH:9][C:8]([CH:11]3[CH2:16][CH2:15][N:14]([C:17]([O:19][C:20]([CH3:23])([CH3:22])[CH3:21])=[O:18])[CH2:13][CH2:12]3)=[CH:7][C:5]=2[N:6]=1.[F:24][C:25]1[CH:33]=[C:32](B2OC(C)(C)C(C)(C)O2)[CH:31]=[CH:30][C:26]=1[C:27]([NH2:29])=[O:28].[F-].[K+]. (3) Given the product [CH2:1]([O:8][C:9]1[CH:10]=[CH:11][C:12]([C:31]([C:26]2[C:27](=[O:30])[CH:28]=[CH:29][N:24]([C:21]3[CH:22]=[CH:23][C:18]([Cl:17])=[CH:19][CH:20]=3)[N:25]=2)=[O:32])=[CH:13][CH:14]=1)[C:2]1[CH:7]=[CH:6][CH:5]=[CH:4][CH:3]=1, predict the reactants needed to synthesize it. The reactants are: [CH2:1]([O:8][C:9]1[CH:10]=[C:11]([Mg]Br)[CH:12]=[CH:13][CH:14]=1)[C:2]1[CH:7]=[CH:6][CH:5]=[CH:4][CH:3]=1.[Cl:17][C:18]1[CH:23]=[CH:22][C:21]([N:24]2[CH:29]=[CH:28][C:27](=[O:30])[C:26]([C:31](N(OC)C)=[O:32])=[N:25]2)=[CH:20][CH:19]=1.Cl.C([O-])([O-])=O.[Na+].[Na+]. (4) The reactants are: [C:1]([C:4]1[C:9]2[S:10][C:11]([C:14]([NH:16][C:17]3[CH:26]=[CH:25][C:24]4[C:19](=[CH:20][CH:21]=[CH:22][C:23]=4[CH2:27][OH:28])[N:18]=3)=[O:15])=[C:12]([CH3:13])[C:8]=2[C:7]([CH2:29][O:30][CH3:31])=[CH:6][CH:5]=1)(=[O:3])[CH3:2].[C:32]1(=[O:38])[O:37][C:35](=[O:36])[CH2:34][CH2:33]1.C(N(CC)CC)C. Given the product [C:1]([C:4]1[C:9]2[S:10][C:11]([C:14]([NH:16][C:17]3[CH:26]=[CH:25][C:24]4[C:19](=[CH:20][CH:21]=[CH:22][C:23]=4[CH2:27][O:28][C:32](=[O:38])[CH2:33][CH2:34][C:35]([OH:37])=[O:36])[N:18]=3)=[O:15])=[C:12]([CH3:13])[C:8]=2[C:7]([CH2:29][O:30][CH3:31])=[CH:6][CH:5]=1)(=[O:3])[CH3:2], predict the reactants needed to synthesize it. (5) Given the product [CH3:2][N:3]([CH3:8])[C:4](=[O:7])[CH2:5][NH:6][C:17]1[CH2:21][S:20][C:19](=[O:22])[N:18]=1, predict the reactants needed to synthesize it. The reactants are: Cl.[CH3:2][N:3]([CH3:8])[C:4](=[O:7])[CH2:5][NH2:6].C(N(CC)CC)C.S=[C:17]1[CH2:21][S:20][C:19](=[O:22])[NH:18]1. (6) The reactants are: [C:1]([O:5][C:6]([N:8]1[CH2:12][C@@H:11]([CH2:13][NH:14][CH:15]([CH3:17])[CH3:16])[C@H:10]([C:18]([CH3:26])([CH3:25])[O:19][SiH2:20][C:21]([CH3:24])([CH3:23])[CH3:22])[CH2:9]1)=[O:7])([CH3:4])([CH3:3])[CH3:2].[CH3:27][O:28][CH2:29][CH2:30][CH2:31][O:32][C:33]1[CH:34]=[C:35]([CH:39]=[CH:40][C:41]=1[O:42][CH3:43])[C:36](O)=[O:37].O=C1N(P(Cl)(N2CCOC2=O)=O)CCO1.C(N(CC)CC)C. Given the product [C:1]([O:5][C:6]([N:8]1[CH2:12][C@@H:11]([CH2:13][N:14]([CH:15]([CH3:16])[CH3:17])[C:36](=[O:37])[C:35]2[CH:39]=[CH:40][C:41]([O:42][CH3:43])=[C:33]([O:32][CH2:31][CH2:30][CH2:29][O:28][CH3:27])[CH:34]=2)[C@H:10]([C:18]([CH3:26])([CH3:25])[O:19][SiH2:20][C:21]([CH3:24])([CH3:23])[CH3:22])[CH2:9]1)=[O:7])([CH3:4])([CH3:2])[CH3:3], predict the reactants needed to synthesize it. (7) Given the product [Br:38][C:39]1[CH:51]=[N:50][C:49]2[C:48]3[C:47]([O:52][CH3:53])=[CH:46][CH:45]=[C:44]([S:54]([CH3:57])(=[O:56])=[O:55])[C:43]=3[N:42]([C@H:65]([C:60]3[CH:61]=[CH:62][CH:63]=[CH:64][C:59]=3[F:58])[CH:67]3[CH2:72][CH2:71][O:70][CH2:69][CH2:68]3)[C:41]=2[CH:40]=1, predict the reactants needed to synthesize it. The reactants are: CS(C1C=CC2C3N=CC(C4N(C)N=NC=4C)=CC=3N([C@@H](C3CCOCC3)C3C=CC=CC=3)C=2C=1)(=O)=O.[Br:38][C:39]1[CH:51]=[N:50][C:49]2[C:48]3[C:47]([O:52][CH3:53])=[CH:46][CH:45]=[C:44]([S:54]([CH3:57])(=[O:56])=[O:55])[C:43]=3[NH:42][C:41]=2[CH:40]=1.[F:58][C:59]1[CH:64]=[CH:63][CH:62]=[CH:61][C:60]=1[C@@H:65]([CH:67]1[CH2:72][CH2:71][O:70][CH2:69][CH2:68]1)O. (8) Given the product [C:48]([O:47][C:7]([NH:14][C:15]([CH2:27][CH2:28][CH2:29][CH2:30][B:31]1[O:35][C:34]([CH3:37])([CH3:36])[C:33]([CH3:38])([CH3:39])[O:32]1)([CH2:23][CH2:24][CH:25]=[CH2:26])[C:16]([O:18][C:19]([CH3:20])([CH3:21])[CH3:22])=[O:17])=[O:42])([CH3:51])([CH3:50])[CH3:49], predict the reactants needed to synthesize it. The reactants are: C1([C:7](=[N:14][C:15]([CH2:27][CH2:28][CH2:29][CH2:30][B:31]2[O:35][C:34]([CH3:37])([CH3:36])[C:33]([CH3:39])([CH3:38])[O:32]2)([CH2:23][CH2:24][CH:25]=[CH2:26])[C:16]([O:18][C:19]([CH3:22])([CH3:21])[CH3:20])=[O:17])C2C=CC=CC=2)C=CC=CC=1.Cl.C(=O)(O)[O-:42].[Na+].C(=O)([O:47][C:48]([CH3:51])([CH3:50])[CH3:49])[O:47][C:48]([CH3:51])([CH3:50])[CH3:49].